From a dataset of Forward reaction prediction with 1.9M reactions from USPTO patents (1976-2016). Predict the product of the given reaction. (1) Given the reactants [Cl:1][C:2]1[CH:26]=[CH:25][C:24]([C:27]([F:30])([F:29])[F:28])=[CH:23][C:3]=1/[CH:4]=[C:5]1/[C:6](=[O:22])[C:7]2[C:12]([CH2:13]/1)=[CH:11][C:10]([N:14]1[CH2:19][CH2:18][O:17][CH2:16][CH2:15]1)=[C:9]([O:20][CH3:21])[CH:8]=2, predict the reaction product. The product is: [Cl:1][C:2]1[CH:26]=[CH:25][C:24]([C:27]([F:30])([F:28])[F:29])=[CH:23][C:3]=1[CH2:4][CH:5]1[CH2:13][C:12]2[C:7](=[CH:8][C:9]([O:20][CH3:21])=[C:10]([N:14]3[CH2:19][CH2:18][O:17][CH2:16][CH2:15]3)[CH:11]=2)[C:6]1=[O:22]. (2) Given the reactants [Cl:1][C:2]1[CH:7]=[C:6]([NH:8][C:9]2[CH:14]=[CH:13][C:12]([F:15])=[CH:11][C:10]=2[F:16])[CH:5]=[CH:4][C:3]=1[C:17]([C:19]1[CH:24]=[C:23](I)[CH:22]=[CH:21][C:20]=1[CH3:26])=[O:18].C1(P(C2C=CC=CC=2)C2C=CC=CC=2)C=CC=CC=1.[C:46]([Si:48]([CH3:51])([CH3:50])[CH3:49])#[CH:47], predict the reaction product. The product is: [Cl:1][C:2]1[CH:7]=[C:6]([NH:8][C:9]2[CH:14]=[CH:13][C:12]([F:15])=[CH:11][C:10]=2[F:16])[CH:5]=[CH:4][C:3]=1[C:17]([C:19]1[CH:24]=[C:23]([C:47]#[C:46][Si:48]([CH3:51])([CH3:50])[CH3:49])[CH:22]=[CH:21][C:20]=1[CH3:26])=[O:18]. (3) Given the reactants Br[C:2]1[N:3]([CH3:32])[C:4]([C:7]([NH:9][C@@:10]2([C:20]3[CH:25]=[CH:24][C:23]([O:26][C:27]([F:30])([F:29])[F:28])=[C:22]([F:31])[CH:21]=3)[C:15]3=[N:16][CH:17]=[CH:18][CH:19]=[C:14]3[O:13][CH2:12][CH2:11]2)=[O:8])=[CH:5][N:6]=1.CC1(C)C2C=CC=C(P(C3C=CC=CC=3)C3C=CC=CC=3)C=2OC2C1=CC=CC=2P(C1C=CC=CC=1)C1C=CC=CC=1.[C:75]([O-])([O-:77])=[O:76].[K+].[K+].O, predict the reaction product. The product is: [F:30][C:27]([F:28])([F:29])[C:75]([OH:77])=[O:76].[F:31][C:22]1[CH:21]=[C:20]([C@:10]2([NH:9][C:7]([C:4]3[N:3]([CH3:32])[CH:2]=[N:6][CH:5]=3)=[O:8])[C:15]3=[N:16][CH:17]=[CH:18][CH:19]=[C:14]3[O:13][CH2:12][CH2:11]2)[CH:25]=[CH:24][C:23]=1[O:26][C:27]([F:28])([F:29])[F:30]. (4) Given the reactants Cl[CH2:2][C:3]1[C:4]([C:9]2[CH:14]=[CH:13][C:12]([Cl:15])=[CH:11][CH:10]=2)=[N:5][CH:6]=[CH:7][CH:8]=1.[OH:16][C:17]1[C:18]([CH:25]=[O:26])=[CH:19][C:20]([O:23][CH3:24])=[N:21][CH:22]=1.C(=O)([O-])[O-].[K+].[K+], predict the reaction product. The product is: [Cl:15][C:12]1[CH:13]=[CH:14][C:9]([C:4]2[C:3]([CH2:2][O:16][C:17]3[C:18]([CH:25]=[O:26])=[CH:19][C:20]([O:23][CH3:24])=[N:21][CH:22]=3)=[CH:8][CH:7]=[CH:6][N:5]=2)=[CH:10][CH:11]=1. (5) The product is: [Si:15]([CH2:22][CH2:23][CH:24]([O:30][C:8](=[O:10])[CH3:9])[C:25]([CH3:29])([CH3:28])[C:26]#[N:27])([C:18]([CH3:21])([CH3:20])[CH3:19])([CH3:17])[CH3:16]. Given the reactants C(N(CC)CC)C.[C:8](OC(=O)C)(=[O:10])[CH3:9].[Si:15]([CH2:22][CH2:23][CH:24]([OH:30])[C:25]([CH3:29])([CH3:28])[C:26]#[N:27])([C:18]([CH3:21])([CH3:20])[CH3:19])([CH3:17])[CH3:16], predict the reaction product. (6) The product is: [Cl:1]([O-:5])(=[O:4])(=[O:3])=[O:2].[NH2:23][C:24]1[CH:28]=[CH:27][N:26]([C:8]2[CH:13]=[CH:12][C:11]([N:14]=[N:15][C:16]3[N:20]([CH3:21])[CH:19]=[CH:18][N+:17]=3[CH3:22])=[CH:10][CH:9]=2)[N:25]=1. Given the reactants [Cl:1]([O-:5])(=[O:4])(=[O:3])=[O:2].CO[C:8]1[CH:13]=[CH:12][C:11]([N:14]=[N:15][C:16]2[N:20]([CH3:21])[CH:19]=[CH:18][N+:17]=2[CH3:22])=[CH:10][CH:9]=1.[NH2:23][C:24]1[CH:28]=[CH:27][NH:26][N:25]=1, predict the reaction product.